The task is: Predict the reactants needed to synthesize the given product.. This data is from Full USPTO retrosynthesis dataset with 1.9M reactions from patents (1976-2016). (1) Given the product [CH:30]([C:32]1[CH:33]=[CH:34][C:35]([C:36]([NH:18][CH2:19][CH2:20][C:21]([OH:23])=[O:22])=[O:38])=[CH:39][CH:40]=1)=[O:31], predict the reactants needed to synthesize it. The reactants are: C([NH:18][CH2:19][CH2:20][C:21]([OH:23])=[O:22])(OCC1C2C(=CC=CC=2)C2C1=CC=CC=2)=O.N1CCCCC1.[CH:30]([C:32]1[CH:40]=[CH:39][C:35]([C:36]([OH:38])=O)=[CH:34][CH:33]=1)=[O:31].C(N(C(C)C)CC)(C)C.C1CN([P+](Br)(N2CCCC2)N2CCCC2)CC1.F[P-](F)(F)(F)(F)F. (2) Given the product [Cl:18][C:19]1[CH:24]=[C:23]([NH:5][CH2:4][C:3]2[CH:6]=[CH:7][C:8]([Cl:10])=[CH:9][C:2]=2[Cl:1])[N:22]2[N:26]=[CH:27][CH:28]=[C:21]2[N:20]=1, predict the reactants needed to synthesize it. The reactants are: [Cl:1][C:2]1[CH:9]=[C:8]([Cl:10])[CH:7]=[CH:6][C:3]=1[CH2:4][NH2:5].C(N(CC)CC)C.[Cl:18][C:19]1[CH:24]=[C:23](Cl)[N:22]2[N:26]=[CH:27][CH:28]=[C:21]2[N:20]=1.C(=O)(O)[O-].[Na+]. (3) Given the product [CH2:1]([N:8]1[C:13](=[O:14])[C:12]2[C:15]([Br:18])=[N:16][NH:17][C:11]=2[N:10]=[C:9]1[CH:19]([N:22]([CH2:23][CH2:24][N:25]([CH3:27])[CH3:26])[C:42](=[O:43])[C:41]1[CH:45]=[CH:46][C:38]([Br:37])=[CH:39][CH:40]=1)[CH2:20][CH3:21])[C:2]1[CH:3]=[CH:4][CH:5]=[CH:6][CH:7]=1, predict the reactants needed to synthesize it. The reactants are: [CH2:1]([N:8]1[C:13](=[O:14])[C:12]2[C:15]([Br:18])=[N:16][NH:17][C:11]=2[N:10]=[C:9]1[CH:19]([NH:22][CH2:23][CH2:24][N:25]([CH3:27])[CH3:26])[CH2:20][CH3:21])[C:2]1[CH:7]=[CH:6][CH:5]=[CH:4][CH:3]=1.C(N(CC)C(C)C)(C)C.[Br:37][C:38]1[CH:46]=[CH:45][C:41]([C:42](Cl)=[O:43])=[CH:40][CH:39]=1. (4) Given the product [Cl:1][C:2]1[C:7]([O:8][CH3:9])=[C:6]([O:10][CH3:11])[CH:5]=[CH:4][C:3]=1[CH2:12][CH:13]([NH:15][CH:16]=[O:17])[CH3:14], predict the reactants needed to synthesize it. The reactants are: [Cl:1][C:2]1[C:7]([O:8][CH3:9])=[C:6]([O:10][CH3:11])[CH:5]=[CH:4][C:3]=1[CH2:12][CH:13]([NH2:15])[CH3:14].[CH:16](OCC)=[O:17].